The task is: Regression. Given two drug SMILES strings and cell line genomic features, predict the synergy score measuring deviation from expected non-interaction effect.. This data is from NCI-60 drug combinations with 297,098 pairs across 59 cell lines. (1) Drug 1: C1CC(=O)NC(=O)C1N2C(=O)C3=CC=CC=C3C2=O. Drug 2: CC12CCC3C(C1CCC2OP(=O)(O)O)CCC4=C3C=CC(=C4)OC(=O)N(CCCl)CCCl.[Na+]. Cell line: SK-MEL-5. Synergy scores: CSS=-8.45, Synergy_ZIP=6.21, Synergy_Bliss=5.07, Synergy_Loewe=-5.54, Synergy_HSA=-4.49. (2) Drug 1: CC1=CC2C(CCC3(C2CCC3(C(=O)C)OC(=O)C)C)C4(C1=CC(=O)CC4)C. Drug 2: C(CN)CNCCSP(=O)(O)O. Cell line: HOP-62. Synergy scores: CSS=0.528, Synergy_ZIP=0.621, Synergy_Bliss=1.20, Synergy_Loewe=-1.51, Synergy_HSA=-1.12.